This data is from Full USPTO retrosynthesis dataset with 1.9M reactions from patents (1976-2016). The task is: Predict the reactants needed to synthesize the given product. (1) Given the product [F:11][C:8]1[C:9]([I:10])=[C:4]2[C:5]([CH2:12][NH:16][C:3]2=[O:2])=[CH:6][CH:7]=1, predict the reactants needed to synthesize it. The reactants are: C[O:2][C:3](=O)[C:4]1[C:9]([I:10])=[C:8]([F:11])[CH:7]=[CH:6][C:5]=1[CH2:12]Br.[OH-].[NH4+:16]. (2) Given the product [NH2:7][CH:8]([C:10]1[CH:19]=[CH:18][C:13]([CH2:14][OH:15])=[CH:12][CH:11]=1)[CH3:9], predict the reactants needed to synthesize it. The reactants are: [H-].[Al+3].[Li+].[H-].[H-].[H-].[NH2:7][CH:8]([C:10]1[CH:19]=[CH:18][C:13]([C:14](OC)=[O:15])=[CH:12][CH:11]=1)[CH3:9].O.O.O.O.O.O.O.O.O.O.S([O-])([O-])(=O)=O.[Na+].[Na+]. (3) Given the product [CH2:18]([C:17]1[N:13]=[C:12]([CH2:11][CH2:10][C:7]2[CH:6]=[CH:5][C:4]([N+:1]([O-:3])=[O:2])=[CH:9][CH:8]=2)[S:14][CH:16]=1)[CH3:19], predict the reactants needed to synthesize it. The reactants are: [N+:1]([C:4]1[CH:9]=[CH:8][C:7]([CH2:10][CH2:11][C:12](=[S:14])[NH2:13])=[CH:6][CH:5]=1)([O-:3])=[O:2].Br[CH2:16][C:17](=O)[CH2:18][CH3:19]. (4) Given the product [CH2:1]([S:3][C:4]1[C:5]([C:10]2[N:14]([CH3:15])[C:13]3[CH:16]=[CH:17][C:18]([C:23]([F:28])([F:27])[C:22]([F:30])([F:29])[F:21])=[CH:19][C:12]=3[N:11]=2)=[N:6][CH:7]=[CH:8][CH:9]=1)[CH3:2], predict the reactants needed to synthesize it. The reactants are: [CH2:1]([S:3][C:4]1[C:5]([C:10]2[N:14]([CH3:15])[C:13]3[CH:16]=[CH:17][C:18](I)=[CH:19][C:12]=3[N:11]=2)=[N:6][CH:7]=[CH:8][CH:9]=1)[CH3:2].[F:21][C:22]([F:30])([F:29])[C:23]([F:28])([F:27])C([O-])=O.[Na+].C(=O)([O-])O.[Na+].N. (5) Given the product [NH2:24][C:21]1[N:20]=[CH:19][C:18]([C:17]#[C:16][C:15]2[C:10]([C:7]3[CH:8]=[CH:9][C:4]([C:3]([OH:27])=[O:2])=[C:5]([Cl:26])[CH:6]=3)=[N:11][CH:12]=[N:13][C:14]=2[CH3:25])=[CH:23][CH:22]=1, predict the reactants needed to synthesize it. The reactants are: C[O:2][C:3](=[O:27])[C:4]1[CH:9]=[CH:8][C:7]([C:10]2[C:15]([C:16]#[C:17][C:18]3[CH:19]=[N:20][C:21]([NH2:24])=[CH:22][CH:23]=3)=[C:14]([CH3:25])[N:13]=[CH:12][N:11]=2)=[CH:6][C:5]=1[Cl:26].[Li+].[OH-]. (6) Given the product [Cl:18][C:2]1[N:7]=[N:6][C:5]2[C:8]3[CH:16]=[CH:15][CH:14]=[CH:13][C:9]=3[CH2:10][CH2:11][CH2:12][C:4]=2[CH:3]=1, predict the reactants needed to synthesize it. The reactants are: O=[C:2]1[NH:7][N:6]=[C:5]2[C:8]3[CH:16]=[CH:15][CH:14]=[CH:13][C:9]=3[CH2:10][CH2:11][CH2:12][C:4]2=[CH:3]1.O(Cl)[Cl:18].[P+3].